Task: Predict the product of the given reaction.. Dataset: Forward reaction prediction with 1.9M reactions from USPTO patents (1976-2016) (1) Given the reactants C([N:4]1[CH2:9][CH2:8][N:7]([C:10]2[CH:15]=[CH:14][C:13]([F:16])=[CH:12][C:11]=2[OH:17])[CH2:6][CH2:5]1)(=O)C.[ClH:18], predict the reaction product. The product is: [ClH:18].[ClH:18].[F:16][C:13]1[CH:14]=[CH:15][C:10]([N:7]2[CH2:6][CH2:5][NH:4][CH2:9][CH2:8]2)=[C:11]([OH:17])[CH:12]=1. (2) The product is: [CH:1]1([NH:6][C:7]([C:9]2[C:13]([CH2:14][CH3:15])=[C:12]([C:16]3[CH:17]=[CH:18][C:19]([C:22]([F:24])([F:25])[F:23])=[CH:20][CH:21]=3)[O:11][N:10]=2)=[O:8])[CH2:2][CH2:3][CH2:4][CH2:5]1. Given the reactants [CH:1]1([NH:6][C:7]([C:9]2[C:13]([CH:14]=[CH2:15])=[C:12]([C:16]3[CH:21]=[CH:20][C:19]([C:22]([F:25])([F:24])[F:23])=[CH:18][CH:17]=3)[O:11][N:10]=2)=[O:8])[CH2:5][CH2:4][CH2:3][CH2:2]1, predict the reaction product. (3) The product is: [Cl:21][C:22]1[CH:23]=[CH:24][C:25]([CH:28]([NH:35][C:15]([CH2:14][O:13][C:10]2[CH:9]=[CH:8][C:7]([CH2:6][C@H:5]([O:18][CH3:19])[C:4]([OH:3])=[O:20])=[CH:12][CH:11]=2)=[O:17])[C:29]2[CH:34]=[CH:33][CH:32]=[CH:31][CH:30]=2)=[CH:26][CH:27]=1. Given the reactants C([O:3][C:4](=[O:20])[C@@H:5]([O:18][CH3:19])[CH2:6][C:7]1[CH:12]=[CH:11][C:10]([O:13][CH2:14][C:15]([OH:17])=O)=[CH:9][CH:8]=1)C.[Cl:21][C:22]1[CH:27]=[CH:26][C:25]([CH:28]([NH2:35])[C:29]2[CH:34]=[CH:33][CH:32]=[CH:31][CH:30]=2)=[CH:24][CH:23]=1.C(O[C@@H](CC1C=CC(O[C@@H](C(=O)NCCC2C=CC(OC3C=CC=CC=3)=CC=2)C)=CC=1)C(O)=O)C, predict the reaction product. (4) Given the reactants C1(C2C=CC(C[NH:9][CH2:10][CH2:11][C:12]3[CH:17]=[CH:16][C:15](F)=[C:14]([C:19]([F:22])([F:21])[F:20])[CH:13]=3)=CC=2)CC1.[CH3:25][O:26][C:27]1([C:31]2[CH:38]=[CH:37][C:34]([CH:35]=O)=[CH:33][CH:32]=2)[CH2:30][CH2:29][CH2:28]1.FC(F)(F)C1C=C(CCN)C=CC=1.[BH4-].[Na+], predict the reaction product. The product is: [CH3:25][O:26][C:27]1([C:31]2[CH:38]=[CH:37][C:34]([CH2:35][NH:9][CH2:10][CH2:11][C:12]3[CH:17]=[CH:16][CH:15]=[C:14]([C:19]([F:20])([F:21])[F:22])[CH:13]=3)=[CH:33][CH:32]=2)[CH2:30][CH2:29][CH2:28]1. (5) Given the reactants [I:1][C:2]1[CH:3]=[C:4]2[C:9](=[CH:10][CH:11]=1)[N:8]=[C:7]([CH3:12])[C:6]([S:13]([CH3:16])(=[O:15])=[O:14])=[C:5]2O.CN(C)C1C=CC(C)=CC=1.P(Cl)(Cl)([Cl:30])=O, predict the reaction product. The product is: [Cl:30][C:5]1[C:4]2[C:9](=[CH:10][CH:11]=[C:2]([I:1])[CH:3]=2)[N:8]=[C:7]([CH3:12])[C:6]=1[S:13]([CH3:16])(=[O:15])=[O:14]. (6) Given the reactants [OH:1][C:2]1[CH:7]=[C:6]([CH3:8])[CH:5]=[CH:4][N:3]=1.Br[CH2:10][C:11]([O:13][CH2:14][CH3:15])=[O:12].C(=O)([O-])[O-].[K+].[K+].CCCCCCC, predict the reaction product. The product is: [CH2:14]([O:13][C:11](=[O:12])[CH2:10][N:3]1[CH:4]=[CH:5][C:6]([CH3:8])=[CH:7][C:2]1=[O:1])[CH3:15]. (7) Given the reactants [CH3:1][O:2][C:3](=[O:12])[C:4]1[C:5](=[C:7]([NH2:11])[CH:8]=[CH:9][CH:10]=1)[OH:6].[CH:13]([O-])=[O:14].[Na+], predict the reaction product. The product is: [CH3:1][O:2][C:3](=[O:12])[C:4]1[CH:10]=[CH:9][CH:8]=[C:7]([NH:11][CH:13]=[O:14])[C:5]=1[OH:6].